From a dataset of NCI-60 drug combinations with 297,098 pairs across 59 cell lines. Regression. Given two drug SMILES strings and cell line genomic features, predict the synergy score measuring deviation from expected non-interaction effect. (1) Drug 1: CC1OCC2C(O1)C(C(C(O2)OC3C4COC(=O)C4C(C5=CC6=C(C=C35)OCO6)C7=CC(=C(C(=C7)OC)O)OC)O)O. Drug 2: C1=C(C(=O)NC(=O)N1)F. Cell line: SK-OV-3. Synergy scores: CSS=26.0, Synergy_ZIP=0.693, Synergy_Bliss=3.46, Synergy_Loewe=7.13, Synergy_HSA=8.81. (2) Drug 1: CCCCC(=O)OCC(=O)C1(CC(C2=C(C1)C(=C3C(=C2O)C(=O)C4=C(C3=O)C=CC=C4OC)O)OC5CC(C(C(O5)C)O)NC(=O)C(F)(F)F)O. Drug 2: CC1=C2C(C(=O)C3(C(CC4C(C3C(C(C2(C)C)(CC1OC(=O)C(C(C5=CC=CC=C5)NC(=O)OC(C)(C)C)O)O)OC(=O)C6=CC=CC=C6)(CO4)OC(=O)C)O)C)O. Cell line: UO-31. Synergy scores: CSS=35.5, Synergy_ZIP=8.88, Synergy_Bliss=9.04, Synergy_Loewe=10.0, Synergy_HSA=9.61. (3) Drug 1: C1=CN(C(=O)N=C1N)C2C(C(C(O2)CO)O)O.Cl. Drug 2: C1=NC(=NC(=O)N1C2C(C(C(O2)CO)O)O)N. Cell line: NCI/ADR-RES. Synergy scores: CSS=41.1, Synergy_ZIP=-11.6, Synergy_Bliss=-9.03, Synergy_Loewe=-29.4, Synergy_HSA=-6.24. (4) Drug 1: CC(CN1CC(=O)NC(=O)C1)N2CC(=O)NC(=O)C2. Drug 2: CCCS(=O)(=O)NC1=C(C(=C(C=C1)F)C(=O)C2=CNC3=C2C=C(C=N3)C4=CC=C(C=C4)Cl)F. Cell line: BT-549. Synergy scores: CSS=6.74, Synergy_ZIP=-1.73, Synergy_Bliss=1.73, Synergy_Loewe=-0.739, Synergy_HSA=-0.413. (5) Drug 1: CC1=C2C(C(=O)C3(C(CC4C(C3C(C(C2(C)C)(CC1OC(=O)C(C(C5=CC=CC=C5)NC(=O)C6=CC=CC=C6)O)O)OC(=O)C7=CC=CC=C7)(CO4)OC(=O)C)O)C)OC(=O)C. Drug 2: CC1=C(C(=CC=C1)Cl)NC(=O)C2=CN=C(S2)NC3=CC(=NC(=N3)C)N4CCN(CC4)CCO. Cell line: HCC-2998. Synergy scores: CSS=19.7, Synergy_ZIP=-0.309, Synergy_Bliss=1.44, Synergy_Loewe=0.977, Synergy_HSA=3.33. (6) Drug 1: CCC1(CC2CC(C3=C(CCN(C2)C1)C4=CC=CC=C4N3)(C5=C(C=C6C(=C5)C78CCN9C7C(C=CC9)(C(C(C8N6C=O)(C(=O)OC)O)OC(=O)C)CC)OC)C(=O)OC)O.OS(=O)(=O)O. Drug 2: C(CCl)NC(=O)N(CCCl)N=O. Cell line: NCI/ADR-RES. Synergy scores: CSS=-2.05, Synergy_ZIP=2.42, Synergy_Bliss=3.27, Synergy_Loewe=-3.97, Synergy_HSA=-2.74. (7) Drug 1: C1=C(C(=O)NC(=O)N1)F. Drug 2: C(=O)(N)NO. Cell line: A549. Synergy scores: CSS=49.6, Synergy_ZIP=4.02, Synergy_Bliss=0.223, Synergy_Loewe=-21.1, Synergy_HSA=1.19. (8) Drug 2: C1=C(C(=O)NC(=O)N1)N(CCCl)CCCl. Synergy scores: CSS=12.5, Synergy_ZIP=-0.00902, Synergy_Bliss=4.70, Synergy_Loewe=-6.35, Synergy_HSA=0.0714. Drug 1: CS(=O)(=O)C1=CC(=C(C=C1)C(=O)NC2=CC(=C(C=C2)Cl)C3=CC=CC=N3)Cl. Cell line: SK-MEL-2. (9) Drug 1: CC1OCC2C(O1)C(C(C(O2)OC3C4COC(=O)C4C(C5=CC6=C(C=C35)OCO6)C7=CC(=C(C(=C7)OC)O)OC)O)O. Drug 2: CC(C)CN1C=NC2=C1C3=CC=CC=C3N=C2N. Cell line: UACC-257. Synergy scores: CSS=10.8, Synergy_ZIP=-0.770, Synergy_Bliss=3.55, Synergy_Loewe=0.744, Synergy_HSA=2.04. (10) Drug 1: C1=CC(=CC=C1CCC2=CNC3=C2C(=O)NC(=N3)N)C(=O)NC(CCC(=O)O)C(=O)O. Drug 2: CC1=C2C(C(=O)C3(C(CC4C(C3C(C(C2(C)C)(CC1OC(=O)C(C(C5=CC=CC=C5)NC(=O)C6=CC=CC=C6)O)O)OC(=O)C7=CC=CC=C7)(CO4)OC(=O)C)O)C)OC(=O)C. Cell line: SK-OV-3. Synergy scores: CSS=39.8, Synergy_ZIP=-10.1, Synergy_Bliss=-15.6, Synergy_Loewe=-26.6, Synergy_HSA=-9.35.